This data is from Retrosynthesis with 50K atom-mapped reactions and 10 reaction types from USPTO. The task is: Predict the reactants needed to synthesize the given product. (1) Given the product COC(=O)C1(NC(=O)c2cc3ccccc3cc2NC(=O)Nc2c(C)cc(C)cc2C)CCC(=O)CC1, predict the reactants needed to synthesize it. The reactants are: COC(=O)C1(NC(=O)c2cc3ccccc3cc2N)CCC(=O)CC1.Cc1cc(C)c(N=C=O)c(C)c1. (2) Given the product COCCn1c(SC)nc2oc(Br)c(-c3ccccc3)c2c1=O, predict the reactants needed to synthesize it. The reactants are: COCCBr.CSc1nc2oc(Br)c(-c3ccccc3)c2c(=O)[nH]1. (3) Given the product COc1ccc(C(=O)c2cnn(C)c2OCc2ccc3ccccc3c2)c(Cl)c1N=C1CCCCS1=O, predict the reactants needed to synthesize it. The reactants are: BrCc1ccc2ccccc2c1.COc1ccc(C(=O)c2cnn(C)c2O)c(Cl)c1N=C1CCCCS1=O. (4) Given the product CCN(CC)CCOc1ccc(NC=C2C(=O)Nc3cccc(C)c32)cc1, predict the reactants needed to synthesize it. The reactants are: CCN(CC)CCOc1ccc(N)cc1.Cc1cccc2c1C(=CO)C(=O)N2. (5) Given the product CC(=O)Nc1ccc(NC(=O)CNC(=O)c2ccc(S(=O)(=O)Nc3ccccc3Oc3ccccc3)cc2)cn1, predict the reactants needed to synthesize it. The reactants are: CC(=O)Nc1ccc(N)cn1.O=C(O)CNC(=O)c1ccc(S(=O)(=O)Nc2ccccc2Oc2ccccc2)cc1.